From a dataset of Full USPTO retrosynthesis dataset with 1.9M reactions from patents (1976-2016). Predict the reactants needed to synthesize the given product. (1) Given the product [Cl:2][C:3]1[CH:12]=[CH:11][CH:10]=[C:9]2[C:4]=1[CH:5]([CH3:15])[NH:6][C:7]([NH2:17])=[N:8]2, predict the reactants needed to synthesize it. The reactants are: I.[Cl:2][C:3]1[CH:12]=[CH:11][CH:10]=[C:9]2[C:4]=1[CH:5]([CH3:15])[NH:6][C:7](SC)=[N:8]2.[OH-].[NH4+:17]. (2) The reactants are: [CH2:1](I)[CH3:2].[C:4]([C:6]1[CH:7]=[C:8]([CH:21]=[CH:22][CH:23]=1)[CH2:9][CH2:10][O:11][CH2:12][CH2:13][C:14]([O:16][C:17]([CH3:20])([CH3:19])[CH3:18])=[O:15])#[CH:5].[N-:24]=[N+:25]=[N-:26].[Na+].O. Given the product [CH2:1]([N:24]1[CH:5]=[C:4]([C:6]2[CH:7]=[C:8]([CH:21]=[CH:22][CH:23]=2)[CH2:9][CH2:10][O:11][CH2:12][CH2:13][C:14]([O:16][C:17]([CH3:19])([CH3:20])[CH3:18])=[O:15])[N:26]=[N:25]1)[CH3:2], predict the reactants needed to synthesize it. (3) Given the product [CH3:1][O:2][C:3]([CH:5]1[CH:9]([CH:10]2[CH2:12][CH2:11]2)[CH2:8][N:7]([C:31]([O:30][C:27]([CH3:29])([CH3:28])[CH3:26])=[O:32])[CH2:6]1)=[O:4], predict the reactants needed to synthesize it. The reactants are: [CH3:1][O:2][C:3]([CH:5]1[CH:9]([CH:10]2[CH2:12][CH2:11]2)[CH2:8][NH:7][CH2:6]1)=[O:4].C(N(CC)CC)C.N1C=CC=CC=1.[CH3:26][C:27]([O:30][C:31](O[C:31]([O:30][C:27]([CH3:29])([CH3:28])[CH3:26])=[O:32])=[O:32])([CH3:29])[CH3:28]. (4) Given the product [Cl:1][C:2]1[CH:10]=[CH:9][C:8]2[N:7]([CH2:11][CH2:12][C:13]([NH:28][CH:23]3[CH2:27][CH2:26][CH2:25][CH2:24]3)=[O:15])[C:6]3[CH2:18][CH2:19][N:20]([CH3:22])[CH2:21][C:5]=3[C:4]=2[CH:3]=1, predict the reactants needed to synthesize it. The reactants are: [Cl:1][C:2]1[CH:10]=[CH:9][C:8]2[N:7]([CH2:11][CH2:12][C:13]([O:15]CC)=O)[C:6]3[CH2:18][CH2:19][N:20]([CH3:22])[CH2:21][C:5]=3[C:4]=2[CH:3]=1.[CH:23]1([NH2:28])[CH2:27][CH2:26][CH2:25][CH2:24]1. (5) Given the product [Cl:1][C:2]1[C:3]([CH3:22])=[C:4]([N:8]([S:30]([C:27]2[CH:28]=[CH:29][C:24]([OH:23])=[CH:25][CH:26]=2)(=[O:32])=[O:31])[CH2:9][C:10]([NH:12][CH2:13][C:14]2[CH:15]=[CH:16][C:17]([O:20][CH3:21])=[CH:18][CH:19]=2)=[O:11])[CH:5]=[CH:6][CH:7]=1, predict the reactants needed to synthesize it. The reactants are: [Cl:1][C:2]1[C:3]([CH3:22])=[C:4]([NH:8][CH2:9][C:10]([NH:12][CH2:13][C:14]2[CH:19]=[CH:18][C:17]([O:20][CH3:21])=[CH:16][CH:15]=2)=[O:11])[CH:5]=[CH:6][CH:7]=1.[OH:23][C:24]1[CH:29]=[CH:28][C:27]([S:30](N)(=[O:32])=[O:31])=[CH:26][CH:25]=1. (6) Given the product [Cl:1][C:2]1[CH:7]=[C:6]([C:8]2[O:9][C:10]3[CH:16]=[CH:15][C:14]([C:17]([F:20])([F:18])[F:19])=[CH:13][C:11]=3[N:12]=2)[CH:5]=[CH:4][N+:3]=1[O-:33], predict the reactants needed to synthesize it. The reactants are: [Cl:1][C:2]1[CH:7]=[C:6]([C:8]2[O:9][C:10]3[CH:16]=[CH:15][C:14]([C:17]([F:20])([F:19])[F:18])=[CH:13][C:11]=3[N:12]=2)[CH:5]=[CH:4][N:3]=1.C(Cl)(Cl)Cl.ClC1C=CC=C(C(OO)=[O:33])C=1.